This data is from Catalyst prediction with 721,799 reactions and 888 catalyst types from USPTO. The task is: Predict which catalyst facilitates the given reaction. (1) Reactant: [Br-].[Br:2][C:3]1[CH:4]=[C:5]([CH:9]([P+](C2C=CC=CC=2)(C2C=CC=CC=2)C2C=CC=CC=2)[CH3:10])[CH:6]=[CH:7][CH:8]=1.CC(C)([O-])C.[K+].[C:36]1(=[O:46])[C:44]2[CH2:43][CH2:42][CH2:41][CH2:40][C:39]=2[C:38](=O)[O:37]1. Product: [Br:2][C:3]1[CH:4]=[C:5]([C:9](=[C:38]2[C:39]3[CH2:40][CH2:41][CH2:42][CH2:43][C:44]=3[C:36](=[O:46])[O:37]2)[CH3:10])[CH:6]=[CH:7][CH:8]=1. The catalyst class is: 7. (2) Reactant: [O:1]=[C:2]1[N:6]([C:7]2[CH:8]=[CH:9][C:10]3[C:16](=[O:17])[CH2:15][CH2:14][CH2:13][CH2:12][C:11]=3[CH:18]=2)[CH2:5][C@H:4]([CH2:19][NH:20][C:21](=[O:23])[CH3:22])[O:3]1.[Li+].C[Si]([N-][Si](C)(C)C)(C)C.[C:34](Cl)(=[O:37])[CH2:35][CH3:36].[Cl-].[NH4+]. Product: [O:1]=[C:2]1[N:6]([C:7]2[CH:8]=[CH:9][C:10]3[C:16](=[O:17])[CH:15]([C:34](=[O:37])[CH2:35][CH3:36])[CH2:14][CH2:13][CH2:12][C:11]=3[CH:18]=2)[CH2:5][C@H:4]([CH2:19][NH:20][C:21](=[O:23])[CH3:22])[O:3]1. The catalyst class is: 1. (3) Reactant: [F:1][C:2]([F:13])([F:12])[C:3]1[CH:11]=[CH:10][C:6]([C:7](Cl)=[O:8])=[CH:5][CH:4]=1.[NH:14]1[CH2:24][CH2:23][CH:17]([C:18]([O:20][CH2:21][CH3:22])=[O:19])[CH2:16][CH2:15]1.C(N(CC)CC)C. Product: [F:1][C:2]([F:13])([F:12])[C:3]1[CH:11]=[CH:10][C:6]([C:7]([N:14]2[CH2:24][CH2:23][CH:17]([C:18]([O:20][CH2:21][CH3:22])=[O:19])[CH2:16][CH2:15]2)=[O:8])=[CH:5][CH:4]=1. The catalyst class is: 2. (4) Reactant: [F:1][C:2]1[CH:3]=[C:4]2[C:9](=[CH:10][CH:11]=1)[N:8]=[C:7]([C@@H:12]([NH2:14])[CH3:13])[C:6]([C:15]1[CH:20]=[CH:19][CH:18]=[C:17]([S:21]([CH3:24])(=[O:23])=[O:22])[N:16]=1)=[CH:5]2.[NH2:25][C:26]1[C:31]([C:32]#[N:33])=[C:30](Cl)[N:29]=[CH:28][N:27]=1.C(N(C(C)C)C(C)C)C. Product: [NH2:25][C:26]1[C:31]([C:32]#[N:33])=[C:30]([NH:14][C@H:12]([C:7]2[C:6]([C:15]3[CH:20]=[CH:19][CH:18]=[C:17]([S:21]([CH3:24])(=[O:23])=[O:22])[N:16]=3)=[CH:5][C:4]3[C:9](=[CH:10][CH:11]=[C:2]([F:1])[CH:3]=3)[N:8]=2)[CH3:13])[N:29]=[CH:28][N:27]=1. The catalyst class is: 51. (5) Reactant: [OH-].[Na+].C[O:4][C:5](=[O:23])[C:6]1[CH:11]=[C:10]([C:12](=[O:14])[CH3:13])[CH:9]=[CH:8][C:7]=1[O:15][CH2:16][C:17]1[CH:22]=[CH:21][CH:20]=[CH:19][CH:18]=1.Cl. Product: [C:12]([C:10]1[CH:9]=[CH:8][C:7]([O:15][CH2:16][C:17]2[CH:22]=[CH:21][CH:20]=[CH:19][CH:18]=2)=[C:6]([CH:11]=1)[C:5]([OH:23])=[O:4])(=[O:14])[CH3:13]. The catalyst class is: 111.